This data is from Catalyst prediction with 721,799 reactions and 888 catalyst types from USPTO. The task is: Predict which catalyst facilitates the given reaction. Reactant: [NH2:1][C@H:2]([CH2:6][CH2:7][NH:8][C:9]([C:11]1[N:12]=[C:13]([C:29]#[N:30])[C:14]2[C:19]([C:20]=1[OH:21])=[CH:18][CH:17]=[C:16]([O:22][C:23]1[CH:28]=[CH:27][CH:26]=[CH:25][CH:24]=1)[CH:15]=2)=[O:10])[C:3]([OH:5])=[O:4].C(N(CC)CC)C.[CH3:38][N:39]([CH3:43])[C:40](Cl)=[O:41].Cl. Product: [C:29]([C:13]1[C:14]2[C:19](=[CH:18][CH:17]=[C:16]([O:22][C:23]3[CH:28]=[CH:27][CH:26]=[CH:25][CH:24]=3)[CH:15]=2)[C:20]([OH:21])=[C:11]([C:9]([NH:8][CH2:7][CH2:6][C@@H:2]([NH:1][C:40]([N:39]([CH3:43])[CH3:38])=[O:41])[C:3]([OH:5])=[O:4])=[O:10])[N:12]=1)#[N:30]. The catalyst class is: 781.